Dataset: Peptide-MHC class I binding affinity with 185,985 pairs from IEDB/IMGT. Task: Regression. Given a peptide amino acid sequence and an MHC pseudo amino acid sequence, predict their binding affinity value. This is MHC class I binding data. (1) The binding affinity (normalized) is 0.364. The peptide sequence is PIYSHTERDK. The MHC is HLA-A31:01 with pseudo-sequence HLA-A31:01. (2) The peptide sequence is HTQGFFPDW. The MHC is HLA-B57:01 with pseudo-sequence HLA-B57:01. The binding affinity (normalized) is 0.527. (3) The peptide sequence is AAAQGQAPL. The MHC is HLA-A29:02 with pseudo-sequence HLA-A29:02. The binding affinity (normalized) is 0.0847.